This data is from Reaction yield outcomes from USPTO patents with 853,638 reactions. The task is: Predict the reaction yield, written as a fraction of the theoretical maximum amount of product (1.0 means a 100% yield; for example, 0.34 means a 34% yield). (1) The reactants are [F:1][C:2]1[CH:10]=[CH:9][C:5]([C:6](O)=[O:7])=[CH:4][C:3]=1[N+:11]([O-:13])=[O:12].B.C1COCC1. The catalyst is C1COCC1. The product is [F:1][C:2]1[CH:10]=[CH:9][C:5]([CH2:6][OH:7])=[CH:4][C:3]=1[N+:11]([O-:13])=[O:12]. The yield is 0.950. (2) The reactants are [C:1]([O:5][C:6]([N:8]1[CH2:11][CH:10]([NH2:12])[CH2:9]1)=[O:7])([CH3:4])([CH3:3])[CH3:2].[CH:13]([S:15]([CH:18]=[CH2:19])(=[O:17])=[O:16])=[CH2:14]. The catalyst is CCO. The product is [C:1]([O:5][C:6]([N:8]1[CH2:11][CH:10]([N:12]2[CH2:19][CH2:18][S:15](=[O:17])(=[O:16])[CH2:13][CH2:14]2)[CH2:9]1)=[O:7])([CH3:4])([CH3:2])[CH3:3]. The yield is 0.640.